This data is from Forward reaction prediction with 1.9M reactions from USPTO patents (1976-2016). The task is: Predict the product of the given reaction. The product is: [OH:10][C:3]1[C:2]([NH:1][C:17]2[C:18](=[O:22])[C:19](=[O:20])[C:16]=2[O:15][CH3:14])=[CH:6][S:5][C:4]=1[C:7]([O-:9])=[O:8].[CH3:11][N-:12][CH3:13]. Given the reactants [NH2:1][C:2]1[C:3]([OH:10])=[C:4]([C:7]([O-:9])=[O:8])[S:5][CH:6]=1.[CH3:11][N-:12][CH3:13].[CH3:14][O:15][C:16]1[C:17](=O)[C:18](=[O:22])[C:19]=1[O:20]C, predict the reaction product.